From a dataset of Reaction yield outcomes from USPTO patents with 853,638 reactions. Predict the reaction yield, written as a fraction of the theoretical maximum amount of product (1.0 means a 100% yield; for example, 0.34 means a 34% yield). (1) The reactants are [NH:1]1[C:5](=[O:6])[CH2:4][CH2:3][C@H:2]1[C:7]([OH:9])=[O:8].O.[C:11]1(C)[CH:16]=CC(S(O)(=O)=O)=C[CH:12]=1. The catalyst is C(O)(C)C.CCOCC. The product is [NH:1]1[C:5](=[O:6])[CH2:4][CH2:3][C@H:2]1[C:7]([O:9][CH:11]([CH3:16])[CH3:12])=[O:8]. The yield is 0.960. (2) The reactants are [H-].[Na+].[CH2:3]([O:10][C:11]1[N:16]=[C:15]([NH2:17])[C:14]([F:18])=[CH:13][N:12]=1)[C:4]1[CH:9]=[CH:8][CH:7]=[CH:6][CH:5]=1.[N:19]#[C:20]Br. The catalyst is C1COCC1.C(=O)(O)[O-].[Na+]. The product is [CH2:3]([O:10][C:11]1[N:16]=[C:15]([NH:17][C:20]#[N:19])[C:14]([F:18])=[CH:13][N:12]=1)[C:4]1[CH:5]=[CH:6][CH:7]=[CH:8][CH:9]=1. The yield is 0.770.